This data is from Full USPTO retrosynthesis dataset with 1.9M reactions from patents (1976-2016). The task is: Predict the reactants needed to synthesize the given product. (1) Given the product [Cl:25][C:15]1[C:14]2[C:13](=[CH:21][CH:20]=[CH:19][C:18]=2[F:22])[N:12]=[C:8]([C:3]2[CH:4]=[CH:5][CH:6]=[CH:7][C:2]=2[F:1])[C:9]=1[CH3:10], predict the reactants needed to synthesize it. The reactants are: [F:1][C:2]1[CH:7]=[CH:6][CH:5]=[CH:4][C:3]=1[C:8](=O)[CH2:9][CH3:10].[NH2:12][C:13]1[CH:21]=[CH:20][CH:19]=[C:18]([F:22])[C:14]=1[C:15](O)=O.P(Cl)(Cl)([Cl:25])=O. (2) The reactants are: F[C:2]1[CH:9]=[CH:8][C:5]([C:6]#[N:7])=[CH:4][CH:3]=1.[CH2:10]([SH:17])[C:11]1[CH:16]=[CH:15][CH:14]=[CH:13][CH:12]=1.C(=O)([O-])[O-].[Cs+].[Cs+]. Given the product [CH2:10]([S:17][C:2]1[CH:9]=[CH:8][C:5]([C:6]#[N:7])=[CH:4][CH:3]=1)[C:11]1[CH:16]=[CH:15][CH:14]=[CH:13][CH:12]=1, predict the reactants needed to synthesize it.